From a dataset of Experimentally validated miRNA-target interactions with 360,000+ pairs, plus equal number of negative samples. Binary Classification. Given a miRNA mature sequence and a target amino acid sequence, predict their likelihood of interaction. (1) The miRNA is hsa-miR-6840-3p with sequence GCCCAGGACUUUGUGCGGGGUG. The protein sequence of the target gene is MREIVLTQIGQCGNQIGAKFWEVISDEHAIDSAGTYHGDSHLQLERINVYYNEASGGRYVPRAVLVDLEPGTMDSVRSGPFGQVFRPDNFIFGQCGAGNNWAKGHYTEGAELMESVMDVVRKEAESCDCLQGFQLTHSLGGGTGSGMGTLLLSKIREEYPDRIINTFSILPSPKVSDTVVEPYNATLSVHQLIENADETFCIDNEALYDICSKTLKLPTPTYGDLNHLVSATMSGVTTCLRFPGQLNADLRKLAVNMVPFPRLHFFMPGFAPLTSRGSQQYRALTVAELTQQMFDAKNMM.... Result: 0 (no interaction). (2) The miRNA is hsa-miR-5584-5p with sequence CAGGGAAAUGGGAAGAACUAGA. The protein sequence of the target gene is MALQVELVPTGEIIRVVHPHRPCKLALGSDGVRVTMESALTARDRVGVQDFVLLENFTSEAAFIENLRRRFRENLIYTYIGPVLVSVNPYRDLQIYSRQHMERYRGVSFYEVPPHLFAVADTVYRALRTERRDQAVMISGESGAGKTEATKRLLQFYAETCPAPERGGAVRDRLLQSNPVLEAFGNAKTLRNDNSSRFGKYMDVQFDFKGAPVGGHILSYLLEKSRVVHQNHGERNFHIFYQLLEGGEEETLRRLGLERNPQSYLYLVKGQCAKVSSINDKSDWKVVRKALTVIDFTEDE.... Result: 1 (interaction). (3) The miRNA is hsa-miR-34a-3p with sequence CAAUCAGCAAGUAUACUGCCCU. The protein sequence of the target gene is MKSVLLLTTLLVPAHLVAAWSNNYAVDCPQHCDSSECKSSPRCKRTVLDDCGCCRVCAAGRGETCYRTVSGMDGMKCGPGLRCQPSNGEDPFGEEFGICKDCPYGTFGMDCRETCNCQSGICDRGTGKCLKFPFFQYSVTKSSNRFVSLTEHDMASGDGNIVREEVVKENAAGSPVMRKWLNPR. Result: 0 (no interaction). (4) The miRNA is hsa-miR-5001-5p with sequence AGGGCUGGACUCAGCGGCGGAGCU. The protein sequence of the target gene is MTSVWKRLQRVGKRAAKFQFVACYHELVLECTKKWQPDKLVVVWTRRNRRICSKAHSWQPGIQNPYRGTVVWMVPENVDISVTLYRDPHVDQYEAKEWTFIIENESKGQRKVLATAEVDLARHAGPVPVQVPVRLRLKPKSVKVVQAELSLTLSGVLLREGRATDDDMQSLASLMSVKPSDVGNLDDFAESDEDEAHGPGAPEARARVPQPDPSRELKTLCEEEEEGQGRPQQAVASPSNAEDTSPAPVSAPAPPARTSRGQGSERANEAGGQVGPEAPRPPETSPEMRSSRQPAQDTAP.... Result: 0 (no interaction). (5) The miRNA is hsa-miR-3064-3p with sequence UUGCCACACUGCAACACCUUACA. The protein sequence of the target gene is MLSSWQGGPRPRQLLLWLLILAAWETGSGQLHYSVPEEAKHGTFVGRIAQDLGLELAELVPRLFRVASKRHGDLLEVNLQNGILFVNSRIDREELCGRSAECSIHLEVIVDRPLQVFHVEVKVRDINDNPPIFPESKKRIIIAESRPPETRFPLDGASDADIGVNSALTYRLDPNDYFTLDAQNSLEQMSSLSLVLRKTLDREEIQEHSLLLTASDGGKPELTGTVQLLITILDVNDNAPEFYQSVYKVTVLENAFNGTLVIKLNATDPDDGTNGDIVYSFRRPVWPAVVYAFTINPNNG.... Result: 0 (no interaction). (6) The miRNA is hsa-miR-646 with sequence AAGCAGCUGCCUCUGAGGC. The protein sequence of the target gene is MGLKKMKGLSYDEAFAMANDPLEGFHEVNLASPTSPDLLGVYESGTQEQTTSPSVIYRPHPSALSSVPIQANALDVSELPTQPVYSSPRRLNCAEISSISFHVTDPAPCSTSGVTAGLTKLTTRKDNYNAEREFLQGATITEACDGSDDIFGLSTDSLSRLRSPSVLEVREKGYERLKEELAKAQRELKLKDEECERLSKVRDQLGQELEELTASLFEEAHKMVREANIKQATAEKQLKEAQGKIDVLQAEVAALKTLVLSSSPTSPTQEPLPGGKTPFKKGHTRNKSTSSAMSGSHQDL.... Result: 1 (interaction). (7) The miRNA is hsa-miR-519d-3p with sequence CAAAGUGCCUCCCUUUAGAGUG. The protein sequence of the target gene is MKHLNTVMAESPALITIFLLGYLLSTECAVFLDRENATKILTRPKRYNSGKLEEFVRGNLERECIEERCSFEEAREVFENTEKTTEFWKQYVDGDQCESNPCLNGGICKDDISSYECWCQVGFEGRNCELDATCNIKNGRCKQFCKNSPDNKVICSCTEGYQLAEDQKSCEPTVPFPCGRASISYSSKKITRAETVFSNMDYENSTEAVFIQDDITDGAILNNVTESSESLNDFTRVVGGENAKPGQIPWQVILNGEIEAFCGGAIINEKWIVTAAHCLKPGDKIEVVAGEYNIDKKEDT.... Result: 0 (no interaction).